This data is from Reaction yield outcomes from USPTO patents with 853,638 reactions. The task is: Predict the reaction yield, written as a fraction of the theoretical maximum amount of product (1.0 means a 100% yield; for example, 0.34 means a 34% yield). (1) The reactants are [Br:1][C:2]1[CH:7]=[CH:6][C:5]([NH:8][C:9]2[C:14]([N+:15]([O-:17])=[O:16])=[CH:13][N:12]([CH3:18])[C:11](=[O:19])[CH:10]=2)=[C:4]([F:20])[CH:3]=1.FC1C=C(I)C=CC=1NC1C([N+]([O-])=O)=CNC(=O)C=1.C1C(=O)N([Cl:47])C(=O)C1. The catalyst is CN(C=O)C. The product is [Br:1][C:2]1[CH:7]=[CH:6][C:5]([NH:8][C:9]2[C:14]([N+:15]([O-:17])=[O:16])=[CH:13][N:12]([CH3:18])[C:11](=[O:19])[C:10]=2[Cl:47])=[C:4]([F:20])[CH:3]=1. The yield is 0.770. (2) The reactants are [CH2:1]([O:8][C:9]1[CH:18]=[C:17]2[C:12]([C:13]([Cl:19])=[N:14][CH:15]=[N:16]2)=[CH:11][C:10]=1[O:20][CH3:21])[C:2]1[CH:7]=[CH:6][CH:5]=[CH:4][CH:3]=1.[Br:22][C:23]1[CH:29]=[CH:28][C:26]([NH2:27])=[C:25]([F:30])[CH:24]=1. The catalyst is CC(O)C. The product is [ClH:19].[CH2:1]([O:8][C:9]1[CH:18]=[C:17]2[C:12]([C:13]([NH:27][C:26]3[CH:28]=[CH:29][C:23]([Br:22])=[CH:24][C:25]=3[F:30])=[N:14][CH:15]=[N:16]2)=[CH:11][C:10]=1[O:20][CH3:21])[C:2]1[CH:7]=[CH:6][CH:5]=[CH:4][CH:3]=1. The yield is 0.780. (3) The yield is 0.260. The product is [CH3:29][C:21]1[C:20]([C:4]2[S:5][C:6]([C:7]3[N:11]=[CH:10][NH:9][N:8]=3)=[C:2]([C:35]3[CH:36]=[CH:37][C:32]([CH2:31][OH:30])=[CH:33][CH:34]=3)[N:3]=2)=[C:24]2[CH:25]=[CH:26][CH:27]=[CH:28][N:23]2[N:22]=1. The reactants are Br[C:2]1[N:3]=[C:4]([C:20]2[C:21]([CH3:29])=[N:22][N:23]3[CH:28]=[CH:27][CH:26]=[CH:25][C:24]=23)[S:5][C:6]=1[C:7]1[N:11]=[CH:10][N:9](COCC[Si](C)(C)C)[N:8]=1.[OH:30][CH2:31][C:32]1[CH:37]=[CH:36][C:35](B(O)O)=[CH:34][CH:33]=1.C([O-])(O)=O.[Na+].FC(F)(F)C(O)=O. The catalyst is C(Cl)Cl.C1C=CC(P(C2C=CC=CC=2)[C-]2C=CC=C2)=CC=1.C1C=CC(P(C2C=CC=CC=2)[C-]2C=CC=C2)=CC=1.Cl[Pd]Cl.[Fe+2].COCCOC. (4) The reactants are [Si]([O:8][CH2:9][CH2:10][N:11]([C:22]1[CH:23]=[C:24]2[C:28](=[CH:29][CH:30]=1)[N:27]([C:31]1[CH:32]=[N:33][C:34]([C:37]([OH:40])([CH3:39])[CH3:38])=[CH:35][CH:36]=1)[CH:26]=[CH:25]2)[C:12]([C:14]1[C:15]([Cl:21])=[N:16][CH:17]=[N:18][C:19]=1[Cl:20])=[O:13])(C(C)(C)C)(C)C.Cl. No catalyst specified. The product is [Cl:21][C:15]1[C:14]([C:12]([N:11]([CH2:10][CH2:9][OH:8])[C:22]2[CH:23]=[C:24]3[C:28](=[CH:29][CH:30]=2)[N:27]([C:31]2[CH:32]=[N:33][C:34]([C:37]([OH:40])([CH3:39])[CH3:38])=[CH:35][CH:36]=2)[CH:26]=[CH:25]3)=[O:13])=[C:19]([Cl:20])[N:18]=[CH:17][N:16]=1. The yield is 0.642.